Dataset: Full USPTO retrosynthesis dataset with 1.9M reactions from patents (1976-2016). Task: Predict the reactants needed to synthesize the given product. Given the product [Cl:1][C:2]1[CH:7]=[C:6]2[C:5]([CH2:8][CH:9]([CH2:10][CH:11]([CH3:13])[CH3:12])[N:14]=[CH:15]2)=[CH:4][C:3]=1[O:17][CH2:18][CH2:19][O:20][CH3:21], predict the reactants needed to synthesize it. The reactants are: [Cl:1][C:2]1[CH:7]=[CH:6][C:5]([CH2:8][CH:9]([NH:14][CH:15]=O)[CH2:10][CH:11]([CH3:13])[CH3:12])=[CH:4][C:3]=1[O:17][CH2:18][CH2:19][O:20][CH3:21].O=P(Cl)(Cl)Cl.